This data is from Full USPTO retrosynthesis dataset with 1.9M reactions from patents (1976-2016). The task is: Predict the reactants needed to synthesize the given product. (1) Given the product [Cl:1][C:2]1[CH:3]=[C:4]([CH2:8][C:9]2[S:13][CH:12]=[C:11]([C:14]([OH:16])=[O:15])[C:10]=2[O:18][CH2:19][CH2:20][O:21][Si:22]([C:25]([CH3:28])([CH3:27])[CH3:26])([CH3:24])[CH3:23])[CH:5]=[CH:6][CH:7]=1, predict the reactants needed to synthesize it. The reactants are: [Cl:1][C:2]1[CH:3]=[C:4]([CH2:8][C:9]2[S:13][CH:12]=[C:11]([C:14]([O:16]C)=[O:15])[C:10]=2[O:18][CH2:19][CH2:20][O:21][Si:22]([C:25]([CH3:28])([CH3:27])[CH3:26])([CH3:24])[CH3:23])[CH:5]=[CH:6][CH:7]=1. (2) Given the product [Br:17][C:13]1[CH:12]=[C:11]([C:6]2([C:4]([OH:5])=[O:3])[CH2:10][CH2:9][CH2:8][CH2:7]2)[CH:16]=[CH:15][CH:14]=1, predict the reactants needed to synthesize it. The reactants are: C([O:3][C:4]([C:6]1([C:11]2[CH:16]=[CH:15][CH:14]=[C:13]([Br:17])[CH:12]=2)[CH2:10][CH2:9][CH2:8][CH2:7]1)=[O:5])C.[OH-].[Li+].C1COCC1.CO.